Regression/Classification. Given a drug SMILES string, predict its toxicity properties. Task type varies by dataset: regression for continuous values (e.g., LD50, hERG inhibition percentage) or binary classification for toxic/non-toxic outcomes (e.g., AMES mutagenicity, cardiotoxicity, hepatotoxicity). Dataset: herg_karim. From a dataset of hERG potassium channel inhibition data for cardiac toxicity prediction from Karim et al.. (1) The molecule is OC1c2ccccc2CCC12CCN(CCc1ccccc1)CC2. The result is 1 (blocker). (2) The compound is O=C(CNC(=O)c1cccc(C(F)(F)F)c1)N[C@@H]1CCN([C@H]2CC[C@@](O)(c3cccnn3)CC2)C1. The result is 1 (blocker). (3) The drug is Cl.Cn1nccc1-c1cc(C(=O)N[C@@H]2CCc3ccc(Oc4ccnc5c4CCC(=O)N5)cc3C2)cc(C(F)(F)F)c1. The result is 0 (non-blocker). (4) The molecule is CC[C@@]1(c2cccc(NS(C)(=O)=O)c2)[C@H]2CN(CCCC3(O)CCCCC3)C[C@H]21. The result is 1 (blocker). (5) The compound is Cc1c([C@H]2CN3CCN(C(=O)Cc4ccc(-n5cnnn5)nc4)C[C@H]3CO2)ccc2nonc12. The result is 0 (non-blocker). (6) The drug is Cc1nc2ccccc2n1C1CC2CCC(C1)N2CCC1(c2cccc(F)c2)CCN(C(=O)c2cc(S(N)(=O)=O)ccc2F)CC1. The result is 0 (non-blocker). (7) The compound is CS(=O)(=O)c1ccc(-c2noc([C@@H](CC3CC3)[C@H]([NH3+])C(=O)N3CC[C@H](F)C3)n2)cc1. The result is 0 (non-blocker). (8) The result is 0 (non-blocker). The molecule is CC(C)(O)CNC(=O)c1ccc(C2(c3ccc(OCc4cnc(N)cn4)cc3)CCCO2)cn1. (9) The compound is O=C(C1CC1c1ccc(C(F)(F)F)cc1)N1CCN(S(=O)(=O)c2cc(-c3cn[nH]c3)cc(C(F)(F)F)c2)CC1. The result is 1 (blocker).